This data is from Forward reaction prediction with 1.9M reactions from USPTO patents (1976-2016). The task is: Predict the product of the given reaction. (1) Given the reactants [CH2:1]([O:3][P:4](/[CH:9]=[CH:10]/[CH:11]=[CH:12][O:13][Si](C(C)(C)C)(C1C=CC=CC=1)C1C=CC=CC=1)(=[O:8])[O:5][CH2:6][CH3:7])[CH3:2].O.O.O.[F-].C([N+](CCCC)(CCCC)CCCC)CCC, predict the reaction product. The product is: [CH2:6]([O:5][P:4](/[CH:9]=[CH:10]/[CH:11]=[CH:12][OH:13])(=[O:8])[O:3][CH2:1][CH3:2])[CH3:7]. (2) Given the reactants [F:1][C:2]1[CH:10]=[CH:9][CH:8]=[CH:7][C:3]=1[CH2:4][CH2:5][NH2:6].C(N(C(C)C)CC)(C)C.[F:20][C:21]([F:32])([F:31])[C:22]1[CH:30]=[CH:29][C:25]([C:26](Cl)=[O:27])=[CH:24][CH:23]=1, predict the reaction product. The product is: [F:1][C:2]1[CH:10]=[CH:9][CH:8]=[CH:7][C:3]=1[CH2:4][CH2:5][NH:6][C:26](=[O:27])[C:25]1[CH:29]=[CH:30][C:22]([C:21]([F:20])([F:31])[F:32])=[CH:23][CH:24]=1. (3) Given the reactants [CH2:1]([C:3]1(O)[CH:10]2[CH2:11][CH:6]3[CH2:7][CH:8]([CH2:12][CH:4]1[CH2:5]3)[CH2:9]2)[CH3:2].C1(C)C=CC(S(O)(=O)=O)=CC=1, predict the reaction product. The product is: [CH:1](=[C:3]1[CH:4]2[CH2:12][CH:8]3[CH2:7][CH:6]([CH2:11][CH:10]1[CH2:9]3)[CH2:5]2)[CH3:2]. (4) Given the reactants [O:1]1[C:8]2[CH:7]=[C:6]([C:9]([OH:11])=[O:10])[NH:5][C:4]=2[CH:3]=[CH:2]1.[CH3:12][C:13](O)([CH3:15])[CH3:14], predict the reaction product. The product is: [O:1]1[C:8]2[CH:7]=[C:6]([C:9]([O:11][C:13]([CH3:15])([CH3:14])[CH3:12])=[O:10])[NH:5][C:4]=2[CH:3]=[CH:2]1. (5) Given the reactants [F:1][C:2]([F:11])([F:10])[C:3]1[CH:9]=[CH:8][CH:7]=[CH:6][C:4]=1[NH2:5].S(S([O-])=O)([O-])=O.[Na+].[Na+].C(=O)([O-])O.[Na+].[F:25][C:26]([F:35])([F:34])[C:27](I)([F:32])[C:28]([F:31])([F:30])[F:29], predict the reaction product. The product is: [F:32][C:27]([C:8]1[CH:7]=[CH:6][C:4]([NH2:5])=[C:3]([C:2]([F:10])([F:11])[F:1])[CH:9]=1)([C:28]([F:31])([F:30])[F:29])[C:26]([F:35])([F:34])[F:25]. (6) Given the reactants [CH2:1]([CH:3]([CH2:34][CH3:35])[CH2:4][O:5][C:6](=[O:33])[C:7]1[CH:12]=[CH:11][C:10]([CH2:13][N:14]2[CH2:18][C:17](=[O:19])[N:16](CC3C=CC(OC)=CC=3OC)[S:15]2(=[O:32])=[O:31])=[CH:9][CH:8]=1)[CH3:2].C(O)(C(F)(F)F)=O, predict the reaction product. The product is: [CH2:34]([CH:3]([CH2:1][CH3:2])[CH2:4][O:5][C:6](=[O:33])[C:7]1[CH:8]=[CH:9][C:10]([CH2:13][N:14]2[CH2:18][C:17](=[O:19])[NH:16][S:15]2(=[O:31])=[O:32])=[CH:11][CH:12]=1)[CH3:35]. (7) Given the reactants [OH-].[Li+].[CH2:3]([N:5]([CH2:8][CH:9]1[CH2:11][CH:10]1[C:12]1[CH:17]=[C:16]([F:18])[CH:15]=[CH:14][C:13]=1[S:19]([NH:22][C:23]1[C:32]([C:33]([O:35]C)=[O:34])=[C:31]2[C:26]([C@H:27]3[CH2:37][C@H:28]3[CH2:29][O:30]2)=[CH:25][CH:24]=1)(=[O:21])=[O:20])[CH2:6][CH3:7])[CH3:4].C(O)(=O)CC(CC(O)=O)(C(O)=O)O, predict the reaction product. The product is: [CH2:3]([N:5]([CH2:8][CH:9]1[CH2:11][CH:10]1[C:12]1[CH:17]=[C:16]([F:18])[CH:15]=[CH:14][C:13]=1[S:19]([NH:22][C:23]1[C:32]([C:33]([OH:35])=[O:34])=[C:31]2[C:26]([C@H:27]3[CH2:37][C@H:28]3[CH2:29][O:30]2)=[CH:25][CH:24]=1)(=[O:20])=[O:21])[CH2:6][CH3:7])[CH3:4].